This data is from Catalyst prediction with 721,799 reactions and 888 catalyst types from USPTO. The task is: Predict which catalyst facilitates the given reaction. (1) Reactant: [C:1]([C:3]1[C:4]([N:18]2[CH2:21][CH:20]([C:22](O)=[O:23])[CH2:19]2)=[N:5][C:6]([CH3:17])=[C:7]([C:9]([O:11][CH2:12][C:13]([CH3:16])([CH3:15])[CH3:14])=[O:10])[CH:8]=1)#[N:2].CCN=C=NCCCN(C)C.C1C=CC2N(O)N=NC=2C=1.[C:46]1([CH2:52][S:53]([NH2:56])(=[O:55])=[O:54])[CH:51]=[CH:50][CH:49]=[CH:48][CH:47]=1.CCN(C(C)C)C(C)C. Product: [CH3:16][C:13]([CH3:15])([CH3:14])[CH2:12][O:11][C:9](=[O:10])[C:7]1[CH:8]=[C:3]([C:1]#[N:2])[C:4]([N:18]2[CH2:21][CH:20]([C:22]([NH:56][S:53]([CH2:52][C:46]3[CH:47]=[CH:48][CH:49]=[CH:50][CH:51]=3)(=[O:54])=[O:55])=[O:23])[CH2:19]2)=[N:5][C:6]=1[CH3:17]. The catalyst class is: 585. (2) Reactant: [Br:1][C:2]1[C:7]([CH3:8])=[CH:6][CH:5]=[CH:4][C:3]=1[C:9](=[O:11])[CH3:10].[Se](=O)=O.FC(F)(F)S([O-])(=O)=O.[Yb+3].FC(F)(F)S([O-])(=O)=O.FC(F)(F)S([O-])(=O)=[O:35].[O:40]1CCOC[CH2:41]1. Product: [Br:1][C:2]1[C:7]([CH3:8])=[CH:6][CH:5]=[CH:4][C:3]=1[CH:9]([OH:11])[C:10]([O:40][CH3:41])=[O:35]. The catalyst class is: 6.